Dataset: TCR-epitope binding with 47,182 pairs between 192 epitopes and 23,139 TCRs. Task: Binary Classification. Given a T-cell receptor sequence (or CDR3 region) and an epitope sequence, predict whether binding occurs between them. The epitope is MLNIPSINV. Result: 1 (the TCR binds to the epitope). The TCR CDR3 sequence is CASSLETGSNEQFF.